This data is from Full USPTO retrosynthesis dataset with 1.9M reactions from patents (1976-2016). The task is: Predict the reactants needed to synthesize the given product. (1) Given the product [C:21]1([C:2]2[N:7]=[C:6]([N:8]3[CH2:13][CH2:12][N:11]([C:14]([O:16][C:17]([CH3:20])([CH3:19])[CH3:18])=[O:15])[CH2:10][CH2:9]3)[CH:5]=[CH:4][CH:3]=2)[CH:26]=[CH:25][CH:24]=[CH:23][CH:22]=1, predict the reactants needed to synthesize it. The reactants are: Br[C:2]1[N:7]=[C:6]([N:8]2[CH2:13][CH2:12][N:11]([C:14]([O:16][C:17]([CH3:20])([CH3:19])[CH3:18])=[O:15])[CH2:10][CH2:9]2)[CH:5]=[CH:4][CH:3]=1.[C:21]1(OB(O)O)[CH:26]=[CH:25][CH:24]=[CH:23][CH:22]=1.C(=O)([O-])[O-].[Na+].[Na+]. (2) The reactants are: [CH:1]1([N:9]2[C:12](=[O:13])[C:11]([CH3:15])([CH3:14])[NH:10]2)[CH2:8][CH2:7][CH2:6][CH2:5][CH2:4][CH2:3][CH2:2]1.[Cl:16][C:17]1[CH:24]=[C:23]([F:25])[CH:22]=[CH:21][C:18]=1[CH2:19]Br. Given the product [Cl:16][C:17]1[CH:24]=[C:23]([F:25])[CH:22]=[CH:21][C:18]=1[CH2:19][N:10]1[C:11]([CH3:15])([CH3:14])[C:12](=[O:13])[N:9]1[CH:1]1[CH2:8][CH2:7][CH2:6][CH2:5][CH2:4][CH2:3][CH2:2]1, predict the reactants needed to synthesize it.